Dataset: NCI-60 drug combinations with 297,098 pairs across 59 cell lines. Task: Regression. Given two drug SMILES strings and cell line genomic features, predict the synergy score measuring deviation from expected non-interaction effect. Drug 2: C1C(C(OC1N2C=NC3=C2NC=NCC3O)CO)O. Cell line: K-562. Drug 1: C1=NC(=NC(=O)N1C2C(C(C(O2)CO)O)O)N. Synergy scores: CSS=45.5, Synergy_ZIP=8.21, Synergy_Bliss=2.76, Synergy_Loewe=-1.77, Synergy_HSA=2.52.